Dataset: Reaction yield outcomes from USPTO patents with 853,638 reactions. Task: Predict the reaction yield, written as a fraction of the theoretical maximum amount of product (1.0 means a 100% yield; for example, 0.34 means a 34% yield). The reactants are S=C1[N:6]([C:7]([O:9][CH2:10][C:11]2[CH:16]=[CH:15][C:14]([O:17][C:18](=[O:20])[CH3:19])=[C:13]([O:21][CH3:22])[CH:12]=2)=[O:8])[CH2:5][CH2:4]S1.NCC[N:26]1[CH2:31][CH2:30][O:29][CH2:28][CH2:27]1. The catalyst is C1COCC1. The product is [C:18]([O:17][C:14]1[CH:15]=[CH:16][C:11]([CH2:10][O:9][C:7](=[O:8])[NH:6][CH2:5][CH2:4][N:26]2[CH2:31][CH2:30][O:29][CH2:28][CH2:27]2)=[CH:12][C:13]=1[O:21][CH3:22])(=[O:20])[CH3:19]. The yield is 0.710.